Predict the reactants needed to synthesize the given product. From a dataset of Full USPTO retrosynthesis dataset with 1.9M reactions from patents (1976-2016). (1) Given the product [Br:1][C:2]1[CH:6]=[C:5]([C:38]2[CH:43]=[CH:42][CH:41]=[CH:40][CH:39]=2)[S:4][C:3]=1[O:8][CH3:9], predict the reactants needed to synthesize it. The reactants are: [Br:1][C:2]1[CH:6]=[C:5](Br)[S:4][C:3]=1[O:8][CH3:9].C(=O)=O.CO.B(OCCCC)(OCCCC)OCCCC.C([O-])([O-])=O.[Na+].[Na+].I[C:38]1[CH:43]=[CH:42][CH:41]=[CH:40][CH:39]=1. (2) Given the product [NH2:1][C:2]1[C:10]2[C:9]([C:11]3[CH:16]=[CH:15][C:14]([Cl:17])=[C:13]([Cl:18])[CH:12]=3)=[N:8][C:7]([NH:25][CH2:26][CH:27]([OH:30])[CH2:28][OH:29])=[N:6][C:5]=2[S:4][C:3]=1[C:22]([NH2:24])=[O:23], predict the reactants needed to synthesize it. The reactants are: [NH2:1][C:2]1[C:10]2[C:9]([C:11]3[CH:16]=[CH:15][C:14]([Cl:17])=[C:13]([Cl:18])[CH:12]=3)=[N:8][C:7](S(C)=O)=[N:6][C:5]=2[S:4][C:3]=1[C:22]([NH2:24])=[O:23].[NH2:25][CH2:26][CH:27]([OH:30])[CH2:28][OH:29]. (3) Given the product [NH2:18][C@H:14]1[CH2:15][CH2:16][CH2:17][C@@H:12]([NH:11][C:9](=[O:10])[O:8][CH3:1])[CH2:13]1, predict the reactants needed to synthesize it. The reactants are: [CH2:1]([O:8][C:9]([NH:11][C@H:12]1[CH2:17][CH2:16][CH2:15][C@@H:14]([NH:18]C(=O)OC)[CH2:13]1)=[O:10])C1C=CC=CC=1. (4) Given the product [C:21]([C:18]1[CH:17]=[CH:16][C:15]([S:12]([NH:11][C:5]2[CH:6]=[CH:7][C:8]([Cl:10])=[CH:9][C:4]=2[C:3]([OH:25])=[O:2])(=[O:14])=[O:13])=[CH:20][CH:19]=1)([CH3:24])([CH3:22])[CH3:23], predict the reactants needed to synthesize it. The reactants are: C[O:2][C:3](=[O:25])[C:4]1[CH:9]=[C:8]([Cl:10])[CH:7]=[CH:6][C:5]=1[NH:11][S:12]([C:15]1[CH:20]=[CH:19][C:18]([C:21]([CH3:24])([CH3:23])[CH3:22])=[CH:17][CH:16]=1)(=[O:14])=[O:13].[Li+].[OH-]. (5) Given the product [CH:22]([C:3]1[C:4]2[C:5]([C:10]([O:12][CH3:13])=[O:11])=[CH:6][CH:7]=[CH:8][C:9]=2[NH:1][CH:2]=1)=[O:23], predict the reactants needed to synthesize it. The reactants are: [NH:1]1[C:9]2[CH:8]=[CH:7][CH:6]=[C:5]([C:10]([O:12][CH3:13])=[O:11])[C:4]=2[CH:3]=[CH:2]1.O=P(Cl)(Cl)Cl.CN([CH:22]=[O:23])C.CC([O-])=O.[Na+].[OH-].[Na+]. (6) Given the product [Br:13][C:6]1[CH:5]=[CH:4][C:3]([O:2][CH3:1])=[C:12]2[C:7]=1[CH:8]=[CH:9][CH:10]=[N:11]2, predict the reactants needed to synthesize it. The reactants are: [CH3:1][O:2][C:3]1[CH:4]=[CH:5][CH:6]=[C:7]2[C:12]=1[N:11]=[CH:10][CH:9]=[CH:8]2.[Br:13]Br.S([O-])([O-])(=O)=S.[Na+].[Na+]. (7) Given the product [C:8]([Si:12]([C:19]1[CH:24]=[CH:23][CH:22]=[CH:21][CH:20]=1)([C:13]1[CH:14]=[CH:15][CH:16]=[CH:17][CH:18]=1)[O:7][CH2:6][C:5]1[S:1][CH:2]=[N:3][CH:4]=1)([CH3:11])([CH3:9])[CH3:10], predict the reactants needed to synthesize it. The reactants are: [S:1]1[C:5]([CH2:6][OH:7])=[CH:4][N:3]=[CH:2]1.[C:8]([Si:12](Cl)([C:19]1[CH:24]=[CH:23][CH:22]=[CH:21][CH:20]=1)[C:13]1[CH:18]=[CH:17][CH:16]=[CH:15][CH:14]=1)([CH3:11])([CH3:10])[CH3:9].N1C=CN=C1.O.